Dataset: Reaction yield outcomes from USPTO patents with 853,638 reactions. Task: Predict the reaction yield, written as a fraction of the theoretical maximum amount of product (1.0 means a 100% yield; for example, 0.34 means a 34% yield). (1) The reactants are [S:1]([OH:5])(=[O:4])(=[O:3])[CH3:2].C[N:7]1[CH:11]=[C:10]([C:12]2[CH:17]=[C:16]([O:18][C:19]3[C:24]([F:25])=[CH:23][C:22]([NH:26][C:27]([C:29]4([C:32]([NH:34][C:35]5[CH:40]=[CH:39][C:38]([F:41])=[CH:37][CH:36]=5)=[O:33])[CH2:31][CH2:30]4)=[O:28])=[C:21]([F:42])[CH:20]=3)[CH:15]=[CH:14][N:13]=2)[C:9]([CH3:43])=[N:8]1.[CH3:44]S(O)(=O)=O. The catalyst is C1COCC1.CCOCC. The product is [S:1]([OH:5])(=[O:4])(=[O:3])[CH3:2].[CH3:44][N:8]1[C:9]([CH3:43])=[C:10]([C:12]2[CH:17]=[C:16]([O:18][C:19]3[C:24]([F:25])=[CH:23][C:22]([NH:26][C:27]([C:29]4([C:32]([NH:34][C:35]5[CH:40]=[CH:39][C:38]([F:41])=[CH:37][CH:36]=5)=[O:33])[CH2:30][CH2:31]4)=[O:28])=[C:21]([F:42])[CH:20]=3)[CH:15]=[CH:14][N:13]=2)[CH:11]=[N:7]1. The yield is 0.820. (2) The reactants are [CH3:1][O:2][CH2:3][C:4](Cl)=[O:5].[Br:7][C:8]1[CH:9]=[CH:10][C:11]([N:14]2[CH2:18][CH2:17][C@@H:16]([NH2:19])[CH2:15]2)=[N:12][CH:13]=1.C(N(CC)CC)C. The catalyst is ClCCl. The product is [Br:7][C:8]1[CH:9]=[CH:10][C:11]([N:14]2[CH2:18][CH2:17][C@@H:16]([NH:19][C:4](=[O:5])[CH2:3][O:2][CH3:1])[CH2:15]2)=[N:12][CH:13]=1. The yield is 0.810.